From a dataset of Full USPTO retrosynthesis dataset with 1.9M reactions from patents (1976-2016). Predict the reactants needed to synthesize the given product. (1) Given the product [N:1]1[CH:6]=[CH:5][CH:4]=[C:3]([CH2:7][N:8]2[CH2:13][CH2:12][N:11]([CH2:26][C:25]3[CH:28]=[CH:29][C:22]([F:21])=[CH:23][CH:24]=3)[CH2:10][C:9]2=[O:14])[C:2]=1[C:15]1[CH:20]=[CH:19][N:18]=[CH:17][CH:16]=1, predict the reactants needed to synthesize it. The reactants are: [N:1]1[CH:6]=[CH:5][CH:4]=[C:3]([CH2:7][N:8]2[CH2:13][CH2:12][NH:11][CH2:10][C:9]2=[O:14])[C:2]=1[C:15]1[CH:20]=[CH:19][N:18]=[CH:17][CH:16]=1.[F:21][C:22]1[CH:29]=[CH:28][C:25]([CH:26]=O)=[CH:24][CH:23]=1.[Na].C(=O)([O-])[O-].[Na+].[Na+]. (2) Given the product [CH3:10][O:11][CH2:12][CH2:13][N:14]1[CH:8]([CH2:7][CH:4]2[CH2:3][CH2:2][O:1][CH2:6][CH2:5]2)[CH:16]([C:15]([NH:32][C:31]2[CH:33]=[CH:34][CH:35]=[C:29]([O:28][CH3:27])[CH:30]=2)=[O:26])[C:17]2[C:18](=[CH:22][CH:23]=[CH:24][CH:25]=2)[C:19]1=[O:21], predict the reactants needed to synthesize it. The reactants are: [O:1]1[CH2:6][CH2:5][CH:4]([CH2:7][CH:8]=O)[CH2:3][CH2:2]1.[CH3:10][O:11][CH2:12][CH2:13][NH2:14].[C:15]1(=[O:26])[O:21][C:19](=O)[C:18]2=[CH:22][CH:23]=[CH:24][CH:25]=[C:17]2[CH2:16]1.[CH3:27][O:28][C:29]1[CH:30]=[C:31]([CH:33]=[CH:34][CH:35]=1)[NH2:32]. (3) The reactants are: [CH2:1]([O:3][C:4]([N:6]1[CH:11]2[CH2:12][CH2:13][CH:7]1[CH2:8][CH:9]([N:14]1[CH2:19][CH2:18][CH:17]([C:20]([OH:22])=O)[CH2:16][CH2:15]1)[CH2:10]2)=[O:5])[CH3:2].Cl.[CH3:24][C:25]1([NH2:29])[CH2:28][CH2:27][CH2:26]1.CN(C(ON1N=NC2C=CC=NC1=2)=[N+](C)C)C.F[P-](F)(F)(F)(F)F.CCN(C(C)C)C(C)C. Given the product [CH3:24][C:25]1([NH:29][C:20]([CH:17]2[CH2:18][CH2:19][N:14]([CH:9]3[CH2:10][CH:11]4[N:6]([C:4]([O:3][CH2:1][CH3:2])=[O:5])[CH:7]([CH2:13][CH2:12]4)[CH2:8]3)[CH2:15][CH2:16]2)=[O:22])[CH2:28][CH2:27][CH2:26]1, predict the reactants needed to synthesize it. (4) Given the product [CH3:17][N:16]([CH3:18])[C:15]([N:12]1[CH2:13][CH2:14][N:9]([CH2:8][C:6]2[CH:5]=[CH:4][N:3]=[C:2]([NH:20][C:21]3[N:22]=[CH:23][C:24]4[C:29]([CH:30]=3)=[CH:28][CH:27]=[CH:26][CH:25]=4)[CH:7]=2)[CH2:10][CH2:11]1)=[O:19], predict the reactants needed to synthesize it. The reactants are: Cl[C:2]1[CH:7]=[C:6]([CH2:8][N:9]2[CH2:14][CH2:13][N:12]([C:15](=[O:19])[N:16]([CH3:18])[CH3:17])[CH2:11][CH2:10]2)[CH:5]=[CH:4][N:3]=1.[NH2:20][C:21]1[N:22]=[CH:23][C:24]2[C:29]([CH:30]=1)=[CH:28][CH:27]=[CH:26][CH:25]=2.CC1(C)C2C(=C(P(C3C=CC=CC=3)C3C=CC=CC=3)C=CC=2)OC2C(P(C3C=CC=CC=3)C3C=CC=CC=3)=CC=CC1=2.C([O-])([O-])=O.[Cs+].[Cs+]. (5) Given the product [C:1]([N:4]1[CH2:13][CH2:12][C:11]2[C:6](=[CH:7][CH:8]=[C:9]([C:14]([NH:16][OH:17])=[O:15])[CH:10]=2)[CH2:5]1)(=[O:3])[CH3:2], predict the reactants needed to synthesize it. The reactants are: [C:1]([N:4]1[CH2:13][CH2:12][C:11]2[C:6](=[CH:7][CH:8]=[C:9]([C:14]([NH:16][O:17]C3CCCCO3)=[O:15])[CH:10]=2)[CH2:5]1)(=[O:3])[CH3:2].Cl. (6) Given the product [Cl:1][C:2]1[N:7]2[N:8]=[C:9]([CH3:11])[CH:10]=[C:6]2[N:5]=[C:4]([NH:12][C:22]([C@@H:20]2[CH2:21][C@H:19]2[C:16]2[CH:15]=[CH:14][N:13]=[CH:18][CH:17]=2)=[O:23])[CH:3]=1, predict the reactants needed to synthesize it. The reactants are: [Cl:1][C:2]1[N:7]2[N:8]=[C:9]([CH3:11])[CH:10]=[C:6]2[N:5]=[C:4]([NH2:12])[CH:3]=1.[N:13]1[CH:18]=[CH:17][C:16]([CH:19]2[CH2:21][CH:20]2[C:22](Cl)=[O:23])=[CH:15][CH:14]=1.C([O-])(O)=O.[Na+].